This data is from Catalyst prediction with 721,799 reactions and 888 catalyst types from USPTO. The task is: Predict which catalyst facilitates the given reaction. (1) Reactant: FC(F)(F)S(O[C:7]1[C:15]2[C:10](=[CH:11][N:12]=[CH:13][CH:14]=2)[O:9][C:8]=1[C:16]1[N:21]=[CH:20][CH:19]=[CH:18][N:17]=1)(=O)=O.[NH2:24][C:25]1[CH:33]=[CH:32][C:31]([Cl:34])=[C:30]2[C:26]=1[C:27]([Cl:42])=[N:28][N:29]2[C:35]([O:37][C:38]([CH3:41])([CH3:40])[CH3:39])=[O:36].CC1(C)C2C(=C(P(C3C=CC=CC=3)C3C=CC=CC=3)C=CC=2)OC2C(P(C3C=CC=CC=3)C3C=CC=CC=3)=CC=CC1=2.[O-]P([O-])([O-])=O.[K+].[K+].[K+]. Product: [Cl:42][C:27]1[C:26]2[C:30](=[C:31]([Cl:34])[CH:32]=[CH:33][C:25]=2[NH:24][C:7]2[C:15]3[C:10](=[CH:11][N:12]=[CH:13][CH:14]=3)[O:9][C:8]=2[C:16]2[N:21]=[CH:20][CH:19]=[CH:18][N:17]=2)[N:29]([C:35]([O:37][C:38]([CH3:41])([CH3:40])[CH3:39])=[O:36])[N:28]=1. The catalyst class is: 101. (2) Reactant: C(OC([N:8]1[CH2:13][CH2:12][CH:11]([NH:14][C:15]2[CH:20]=[CH:19][CH:18]=[CH:17][C:16]=2[C:21]([CH3:24])([CH3:23])[CH3:22])[CH2:10][CH2:9]1)=O)(C)(C)C.[ClH:25]. Product: [ClH:25].[ClH:25].[C:21]([C:16]1[CH:17]=[CH:18][CH:19]=[CH:20][C:15]=1[NH:14][CH:11]1[CH2:12][CH2:13][NH:8][CH2:9][CH2:10]1)([CH3:24])([CH3:22])[CH3:23]. The catalyst class is: 13.